From a dataset of Forward reaction prediction with 1.9M reactions from USPTO patents (1976-2016). Predict the product of the given reaction. (1) The product is: [Cl:6][C:7]1[CH:8]=[CH:9][C:10]2[O:14][C:13]([CH2:15][OH:16])=[CH:12][C:11]=2[CH:18]=1. Given the reactants O1CCCC1.[Cl:6][C:7]1[CH:8]=[CH:9][C:10]2[O:14][C:13]([C:15](O)=[O:16])=[CH:12][C:11]=2[CH:18]=1.B.O1CCCC1, predict the reaction product. (2) Given the reactants Cl.Cl.[O:3]1[C:8]2=[CH:9][CH:10]=[CH:11][C:7]2=[CH:6][C:5]([CH:12]2[CH2:17][CH2:16][CH2:15][CH2:14][N:13]2[CH2:18][CH2:19][C@H:20]2[CH2:25][CH2:24][C@H:23]([NH2:26])[CH2:22][CH2:21]2)=[CH:4]1.[N:27]1([C:33]2[CH:41]=[CH:40][C:36]([C:37](O)=[O:38])=[CH:35][CH:34]=2)[CH2:32][CH2:31][O:30][CH2:29][CH2:28]1, predict the reaction product. The product is: [O:3]1[C:8]2=[CH:9][CH:10]=[CH:11][C:7]2=[CH:6][C:5]([CH:12]2[CH2:17][CH2:16][CH2:15][CH2:14][N:13]2[CH2:18][CH2:19][C@H:20]2[CH2:21][CH2:22][C@H:23]([NH:26][C:37](=[O:38])[C:36]3[CH:35]=[CH:34][C:33]([N:27]4[CH2:32][CH2:31][O:30][CH2:29][CH2:28]4)=[CH:41][CH:40]=3)[CH2:24][CH2:25]2)=[CH:4]1. (3) The product is: [CH3:11][C:10]1[CH:9]=[CH:8][CH:7]=[C:3]2[C:2]=1[N:1]=[C:21]([CH2:20][CH2:19][N:13]1[CH2:18][CH2:17][O:16][CH2:15][CH2:14]1)[NH:6][C:4]2=[O:5]. Given the reactants [NH2:1][C:2]1[C:10]([CH3:11])=[CH:9][CH:8]=[CH:7][C:3]=1[C:4]([NH2:6])=[O:5].Cl.[N:13]1([CH2:19][CH2:20][C:21](O)=O)[CH2:18][CH2:17][O:16][CH2:15][CH2:14]1, predict the reaction product.